Dataset: Catalyst prediction with 721,799 reactions and 888 catalyst types from USPTO. Task: Predict which catalyst facilitates the given reaction. Reactant: [Cl:1][C:2]1[C:11]2[C:6](=[C:7]([NH:12][S:13]([C:16]3[CH:21]=[CH:20][CH:19]=[CH:18][C:17]=3[N+:22]([O-])=O)(=[O:15])=[O:14])[CH:8]=[CH:9][CH:10]=2)[N:5]=[CH:4][CH:3]=1.Cl[Sn]Cl.Cl. Product: [NH2:22][C:17]1[CH:18]=[CH:19][CH:20]=[CH:21][C:16]=1[S:13]([NH:12][C:7]1[CH:8]=[CH:9][CH:10]=[C:11]2[C:6]=1[N:5]=[CH:4][CH:3]=[C:2]2[Cl:1])(=[O:15])=[O:14]. The catalyst class is: 14.